Dataset: Reaction yield outcomes from USPTO patents with 853,638 reactions. Task: Predict the reaction yield, written as a fraction of the theoretical maximum amount of product (1.0 means a 100% yield; for example, 0.34 means a 34% yield). (1) The reactants are [CH3:1][C:2]([CH3:31])([CH3:30])[CH2:3][NH:4][C:5]([C:7]1[CH:8]=[C:9]([C:26]([O:28]C)=[O:27])[C:10]([C:13]2[CH:18]=[C:17]([C:19]([NH:21][CH2:22][CH2:23][OH:24])=[O:20])[CH:16]=[CH:15][C:14]=2[CH3:25])=[CH:11][CH:12]=1)=[O:6].[OH-].N.C(O)(=O)C. The catalyst is CO.[I].[Zn]. The product is [CH3:1][C:2]([CH3:31])([CH3:30])[CH2:3][NH:4][C:5]([C:7]1[CH:8]=[C:9]([C:26]([OH:28])=[O:27])[C:10]([C:13]2[CH:18]=[C:17]([C:19]([NH:21][CH2:22][CH2:23][OH:24])=[O:20])[CH:16]=[CH:15][C:14]=2[CH3:25])=[CH:11][CH:12]=1)=[O:6]. The yield is 0.780. (2) The reactants are [OH:1][C:2]1[CH:7]=[C:6]([O:8][CH2:9][CH2:10][O:11][CH3:12])[CH:5]=[CH:4][C:3]=1/[CH:13]=[CH:14]/[C:15]([O:17][CH2:18][CH3:19])=[O:16].[CH2:20](Br)[CH:21]1[O:25][CH2:24][CH2:23][CH2:22]1.[I-].[Na+].C(=O)([O-])[O-].[K+].[K+]. The catalyst is CN(C)C=O.O. The product is [CH3:12][O:11][CH2:10][CH2:9][O:8][C:6]1[CH:5]=[CH:4][C:3](/[CH:13]=[CH:14]/[C:15]([O:17][CH2:18][CH3:19])=[O:16])=[C:2]([O:1][CH2:20][CH:21]2[CH2:22][CH2:23][CH2:24][O:25]2)[CH:7]=1. The yield is 0.750.